Dataset: Forward reaction prediction with 1.9M reactions from USPTO patents (1976-2016). Task: Predict the product of the given reaction. (1) Given the reactants C(OC([N:8]1[CH2:13][CH2:12][CH:11]([C:14]2[C:19]([O:20][CH2:21][C@H:22]([N:25]([CH3:27])[CH3:26])[CH2:23][CH3:24])=[CH:18][CH:17]=[CH:16][N:15]=2)[CH2:10][CH2:9]1)=O)(C)(C)C.Cl, predict the reaction product. The product is: [N:15]1[CH:16]=[CH:17][CH:18]=[C:19]([O:20][CH2:21][C@H:22]([N:25]([CH3:27])[CH3:26])[CH2:23][CH3:24])[C:14]=1[CH:11]1[CH2:10][CH2:9][NH:8][CH2:13][CH2:12]1. (2) Given the reactants C[N:2]1[C:15]2[C:14]3[C:9](=[CH:10][CH:11]=[CH:12][N:13]=3)[C:8]3[CH:16]=[CH:17][CH:18]=[CH:19][C:7]=3[C:6]=2[CH:5]=[CH:4][C:3]1=O.P(Cl)(Cl)(Cl)(Cl)[Cl:22], predict the reaction product. The product is: [Cl:22][C:3]1[CH:4]=[CH:5][C:6]2[C:7]3[CH:19]=[CH:18][CH:17]=[CH:16][C:8]=3[C:9]3[C:14](=[N:13][CH:12]=[CH:11][CH:10]=3)[C:15]=2[N:2]=1. (3) Given the reactants [Cl:1][C:2]1[N:7]=[CH:6][C:5]2[CH:8]=[N:9][N:10]([C:11]3[CH:16]=[CH:15][CH:14]=[C:13](F)[N:12]=3)[C:4]=2[CH:3]=1.[NH:18]1[CH2:23][CH2:22][CH2:21][C@H:20]([NH:24][C:25](=[O:31])[O:26][C:27]([CH3:30])([CH3:29])[CH3:28])[CH2:19]1.CN1CCOCC1.O, predict the reaction product. The product is: [Cl:1][C:2]1[N:7]=[CH:6][C:5]2[CH:8]=[N:9][N:10]([C:11]3[N:12]=[C:13]([N:18]4[CH2:23][CH2:22][CH2:21][C@H:20]([NH:24][C:25](=[O:31])[O:26][C:27]([CH3:29])([CH3:28])[CH3:30])[CH2:19]4)[CH:14]=[CH:15][CH:16]=3)[C:4]=2[CH:3]=1. (4) Given the reactants Cl[C:2]1[CH:11]=[C:10]([S:12][C:13]2[CH:18]=[CH:17][C:16]([F:19])=[CH:15][CH:14]=2)[C:9]2[C:4](=[CH:5][CH:6]=[CH:7][CH:8]=2)[N:3]=1.[OH2:20], predict the reaction product. The product is: [F:19][C:16]1[CH:17]=[CH:18][C:13]([S:12][C:10]2[C:9]3[C:4](=[CH:5][CH:6]=[CH:7][CH:8]=3)[NH:3][C:2](=[O:20])[CH:11]=2)=[CH:14][CH:15]=1. (5) The product is: [I:12][C:13]1[C:14](=[O:20])[NH:15][C:16](=[O:19])[N:17]([CH2:22][CH2:23][CH2:24][CH2:25][C:26]#[N:27])[CH:18]=1. Given the reactants [NH4+].[Cl-].C[Si](N[Si](C)(C)C)(C)C.[I:12][C:13]1[C:14](=[O:20])[NH:15][C:16](=[O:19])[NH:17][CH:18]=1.Br[CH2:22][CH2:23][CH2:24][CH2:25][C:26]#[N:27], predict the reaction product.